Dataset: Experimentally validated miRNA-target interactions with 360,000+ pairs, plus equal number of negative samples. Task: Binary Classification. Given a miRNA mature sequence and a target amino acid sequence, predict their likelihood of interaction. (1) The miRNA is hsa-miR-548az-5p with sequence CAAAAGUGAUUGUGGUUUUUGC. The protein sequence of the target gene is MLFKLLQRQTYTCLSHRYGLYVCFLGVVVTIVSAFQFGEVVLEWSRDQYHVLFDSYRDNIAGKSFQNRLCLPMPIDVVYTWVNGTDLELLKELQQVREQMEEEQKAMREILGKNTTEPTKKSEKQLECLLTHCIKVPMLVLDPALPANITLKDLPSLYPSFHSASDIFNVAKPKNPSTNVSVVVFDSTKDVEDAHSGLLKGNSRQTVWRGYLTTDKEVPGLVLMQDLAFLSGFPPTFKETNQLKTKLPENLSSKVKLLQLYSEASVALLKLNNPKDFQELNKQTKKNMTIDGKELTISPA.... Result: 1 (interaction). (2) The miRNA is hsa-miR-4697-5p with sequence AGGGGGCGCAGUCACUGACGUG. The protein sequence of the target gene is MLGAVKMEGHEPSDWSSYYAEPEGYSSVSNMNAGLGMNGMNTYMSMSAAAMGSGSGNMSAGSMNMSSYVGAGMSPSLAGMSPGAGAMAGMGGSAGAAGVAGMGPHLSPSLSPLGGQAAGAMGGLAPYANMNSMSPMYGQAGLSRARDPKTYRRSYTHAKPPYSYISLITMAIQQSPNKMLTLSEIYQWIMDLFPFYRQNQQRWQNSIRHSLSFNDCFLKVPRSPDKPGKGSFWTLHPDSGNMFENGCYLRRQKRFKCEKQLALKEAAGAAGSGKKAAAGAQASQAQLGEAAGPASETPAG.... Result: 0 (no interaction). (3) The miRNA is hsa-miR-4513 with sequence AGACUGACGGCUGGAGGCCCAU. The protein sequence of the target gene is MVRIWTTIMIVLILLLRIGPNKPSLSGRQAPAQAQTSDLVPSLFPLGLWAPGFCTWSSPDEDKVWRPAWEQGPKGEPDPRGLRPRKPVPGTGNRDSGTRRRLQDATEQDPRPGNDVASAETAGPPSPSGIRAQDRAPRHRRAPPARMPVAPAPSADGEPLQEQGGGLFHRTRSVYNGLELNTWMKVERLFVEKFHQSFSLDN. Result: 1 (interaction).